Dataset: Full USPTO retrosynthesis dataset with 1.9M reactions from patents (1976-2016). Task: Predict the reactants needed to synthesize the given product. (1) Given the product [ClH:1].[ClH:1].[O:26]=[C:27]1[CH2:32][S:31][C:30]2[CH:33]=[CH:34][C:35]([CH2:37][NH:3][CH:4]3[CH2:9][CH2:8][N:7]([CH2:10][CH:11]4[N:22]5[C:23]6[N:14]([C:15](=[O:25])[CH:16]=[N:17][C:18]=6[CH:19]=[CH:20][C:21]5=[O:24])[CH2:13][CH2:12]4)[CH2:6][CH2:5]3)=[N:36][C:29]=2[NH:28]1, predict the reactants needed to synthesize it. The reactants are: [ClH:1].Cl.[NH2:3][CH:4]1[CH2:9][CH2:8][N:7]([CH2:10][CH:11]2[N:22]3[C:23]4[N:14]([C:15](=[O:25])[CH:16]=[N:17][C:18]=4[CH:19]=[CH:20][C:21]3=[O:24])[CH2:13][CH2:12]2)[CH2:6][CH2:5]1.[O:26]=[C:27]1[CH2:32][S:31][C:30]2[CH:33]=[CH:34][C:35]([CH:37]=O)=[N:36][C:29]=2[NH:28]1. (2) Given the product [Br:1][C:2]1[C:3]([C:7]2[CH:8]=[CH:9][C:10]([N+:13]([O-:15])=[O:14])=[CH:11][CH:12]=2)=[N:4][N:5]([CH2:17][C:18]([O:20][C:21]([CH3:24])([CH3:23])[CH3:22])=[O:19])[CH:6]=1, predict the reactants needed to synthesize it. The reactants are: [Br:1][C:2]1[C:3]([C:7]2[CH:12]=[CH:11][C:10]([N+:13]([O-:15])=[O:14])=[CH:9][CH:8]=2)=[N:4][NH:5][CH:6]=1.Br[CH2:17][C:18]([O:20][C:21]([CH3:24])([CH3:23])[CH3:22])=[O:19]. (3) The reactants are: [Cl:1][C:2]1[N:10]=[C:9]2[C:5]([N:6]=[C:7]([CH2:13][N:14]3[CH2:19][CH2:18][CH:17]([N:20]4[CH2:23][C:22](F)(F)[CH2:21]4)[CH2:16][CH2:15]3)[N:8]2[CH2:11][CH3:12])=[C:4]([N:26]2[CH2:31][CH2:30][O:29][CH2:28][CH2:27]2)[N:3]=1.[N:32]1(C2CCNCC2)C=CC=N1. Given the product [Cl:1][C:2]1[N:10]=[C:9]2[C:5]([N:6]=[C:7]([CH2:13][N:14]3[CH2:15][CH2:16][CH:17]([N:20]4[CH:21]=[CH:22][CH:23]=[N:32]4)[CH2:18][CH2:19]3)[N:8]2[CH2:11][CH3:12])=[C:4]([N:26]2[CH2:31][CH2:30][O:29][CH2:28][CH2:27]2)[N:3]=1, predict the reactants needed to synthesize it. (4) Given the product [CH3:1][O:2][C:3]1[C:8]([O:9][CH3:10])=[CH:7][C:6]([CH:11]=[C:12]([C:22]2[CH:23]=[CH:24][C:25]([O:28][CH3:29])=[CH:26][CH:27]=2)[CH2:13][N:14]2[CH2:18][CH2:17][CH2:16][CH:15]2[CH2:19][OH:20])=[C:5]([N+:30]([O-:32])=[O:31])[CH:4]=1, predict the reactants needed to synthesize it. The reactants are: [CH3:1][O:2][C:3]1[C:8]([O:9][CH3:10])=[CH:7][C:6]([CH:11]=[C:12]([C:22]2[CH:27]=[CH:26][C:25]([O:28][CH3:29])=[CH:24][CH:23]=2)[CH2:13][N:14]2[CH2:18][CH2:17][CH2:16][CH:15]2[C:19](O)=[O:20])=[C:5]([N+:30]([O-:32])=[O:31])[CH:4]=1.N. (5) Given the product [Si:36]([O:35][CH2:34][C@H:32]1[O:31][N:30]=[C:29]([C:26]2[CH:25]=[CH:24][C:23]([C:10]3[CH:11]=[CH:12][C:7]([N:6]4[CH2:5][C@H:4]([CH2:17][NH:18][C:19](=[O:21])[CH3:20])[O:3][C:2]4=[O:1])=[CH:8][CH:9]=3)=[CH:28][CH:27]=2)[CH2:33]1)([C:39]([CH3:42])([CH3:40])[CH3:41])([CH3:38])[CH3:37], predict the reactants needed to synthesize it. The reactants are: [O:1]=[C:2]1[N:6]([C:7]2[CH:12]=[CH:11][C:10]([Sn](C)(C)C)=[CH:9][CH:8]=2)[CH2:5][C@H:4]([CH2:17][NH:18][C:19](=[O:21])[CH3:20])[O:3]1.Br[C:23]1[CH:28]=[CH:27][C:26]([C:29]2[CH2:33][C@@H:32]([CH2:34][O:35][Si:36]([C:39]([CH3:42])([CH3:41])[CH3:40])([CH3:38])[CH3:37])[O:31][N:30]=2)=[CH:25][CH:24]=1. (6) Given the product [Br:1][C:2]1[S:10][C:9]2[CH:8]=[CH:7][N:6]=[C:5]([N:21]3[CH2:20][CH2:19][N:18]([C:24]([O:26][C:27]([CH3:30])([CH3:29])[CH3:28])=[O:25])[CH2:23][CH2:22]3)[C:4]=2[CH:3]=1, predict the reactants needed to synthesize it. The reactants are: [Br:1][C:2]1[S:10][C:9]2[CH:8]=[CH:7][N:6]=[C:5](Cl)[C:4]=2[CH:3]=1.C([O-])([O-])=O.[K+].[K+].[N:18]1([C:24]([O:26][C:27]([CH3:30])([CH3:29])[CH3:28])=[O:25])[CH2:23][CH2:22][NH:21][CH2:20][CH2:19]1. (7) Given the product [CH2:60]([O:59][C:57]([C:55]1[N:56]=[C:52]([N:46]2[CH2:12][CH2:13][N:14]([C:17](=[O:29])[CH2:18][N:19]3[C:23]([CH3:24])=[CH:22][C:21]([C:25]([F:26])([F:27])[F:28])=[N:20]3)[CH2:15][CH2:16]2)[S:53][CH:54]=1)=[O:58])[CH3:61], predict the reactants needed to synthesize it. The reactants are: C(OC(C1N=C(C2[CH2:16][CH2:15][N:14]([C:17](=[O:29])[CH2:18][N:19]3[C:23]([CH3:24])=[CH:22][C:21]([C:25]([F:28])([F:27])[F:26])=[N:20]3)[CH2:13][CH2:12]2)SC=1)=O)C.Cl.N1(C2SC=C(C(O)=O)N=2)CCNCC1.Cl.[N:46]1([C:52]2[S:53][CH:54]=[C:55]([C:57]([O:59][CH2:60][CH3:61])=[O:58])[N:56]=2)CCNCC1.C(=O)([O-])[O-].[K+].[K+].